From a dataset of HIV replication inhibition screening data with 41,000+ compounds from the AIDS Antiviral Screen. Binary Classification. Given a drug SMILES string, predict its activity (active/inactive) in a high-throughput screening assay against a specified biological target. (1) The compound is COc1ccc(N2C(=O)C3CC(c4ccc(C)cc4)c4c([nH]c5ccccc45)C3C2=O)cc1. The result is 0 (inactive). (2) The molecule is COC1OC(COC(=O)NCCCCC(=O)C(F)(F)F)C(O)C(O)C1O. The result is 0 (inactive). (3) The molecule is CCOC(=O)C[PH](c1ccc(OC)cc1)(c1ccc(OC)cc1)c1ccc(OC)cc1. The result is 0 (inactive). (4) The molecule is O=C1C(=Cc2ccc(Cl)c(Cl)c2)CCCC1=Cc1ccc(Cl)c(Cl)c1. The result is 0 (inactive). (5) The drug is C=CC1CC1(CO)COc1cc(Cl)nc(N)n1. The result is 0 (inactive). (6) The molecule is COc1ccc(-c2onc(-c3c(C)cc(C)cc3C)c2C2=NCCN2)cc1. The result is 0 (inactive). (7) The drug is COC(COC(N)=O)C1=C(N2CC2)C(=O)C(C)=C(N2CC2)C1=O. The result is 0 (inactive). (8) The compound is CCOC(=O)c1c(-c2ccccc2)nc2c(OC)nccn12. The result is 0 (inactive). (9) The molecule is CCSc1nc(N2CCCC2)s[s+]1.[O-][Cl+3]([O-])([O-])O. The result is 0 (inactive).